The task is: Regression. Given a peptide amino acid sequence and an MHC pseudo amino acid sequence, predict their binding affinity value. This is MHC class I binding data.. This data is from Peptide-MHC class I binding affinity with 185,985 pairs from IEDB/IMGT. (1) The peptide sequence is AVAKAAAAV. The MHC is HLA-A02:01 with pseudo-sequence HLA-A02:01. The binding affinity (normalized) is 0.522. (2) The peptide sequence is HVEECSCYPR. The MHC is HLA-A33:01 with pseudo-sequence HLA-A33:01. The binding affinity (normalized) is 0.543. (3) The peptide sequence is PIFSDLLKY. The MHC is HLA-A03:01 with pseudo-sequence HLA-A03:01. The binding affinity (normalized) is 0.0488. (4) The peptide sequence is AQIGIFAPV. The MHC is HLA-B40:13 with pseudo-sequence HLA-B40:13. The binding affinity (normalized) is 0.623. (5) The peptide sequence is LEMNDAPTA. The MHC is HLA-B18:01 with pseudo-sequence HLA-B18:01. The binding affinity (normalized) is 0.493.